Dataset: CYP3A4 inhibition data for predicting drug metabolism from PubChem BioAssay. Task: Regression/Classification. Given a drug SMILES string, predict its absorption, distribution, metabolism, or excretion properties. Task type varies by dataset: regression for continuous measurements (e.g., permeability, clearance, half-life) or binary classification for categorical outcomes (e.g., BBB penetration, CYP inhibition). Dataset: cyp3a4_veith. (1) The molecule is CCCc1cc2c(n1Cc1ccc(OC)cc1)C(C)C1CN(C(=O)c3ccccc3)C(C)(C(=O)OC)C21. The result is 1 (inhibitor). (2) The compound is COc1cccc(NC(=O)c2oc3ccccc3c2NC(=O)c2ccc3c(c2)OCO3)c1. The result is 1 (inhibitor). (3) The molecule is O=C(C1CCCCC1)N1CC(=O)N2CCc3ccccc3[C@@H]2C1. The result is 0 (non-inhibitor). (4) The compound is Cc1cccc(-n2nnc(C(=O)NCc3ccco3)c2N)c1. The result is 0 (non-inhibitor). (5) The drug is COc1ccc(-c2nc3cnc(Nc4cccc(OC)c4)nc3n(C3CC3)c2=O)cc1. The result is 0 (non-inhibitor). (6) The molecule is CN1CC(c2ccccc2)C2(COc3ccccc3C2=O)C12C(=O)Nc1ccccc12. The result is 1 (inhibitor). (7) The drug is COc1ccc(OC)c(C2N(c3cc(C)on3)C(=O)C3CCCN32)c1. The result is 0 (non-inhibitor). (8) The compound is CN1CCc2c(c3ccccc3n2C)C1.Cl. The result is 0 (non-inhibitor). (9) The molecule is CN(C)C(=O)c1ccc(-c2cc(-n3ccnc3)ncn2)cc1. The result is 1 (inhibitor).